From a dataset of Full USPTO retrosynthesis dataset with 1.9M reactions from patents (1976-2016). Predict the reactants needed to synthesize the given product. (1) Given the product [Cl:1][C:2]1[C:6]([Cl:7])=[C:5]([CH3:8])[NH:4][C:3]=1[C:9]([NH:11][CH:12]1[CH2:13][CH2:14][N:15]([C:18]2[CH:19]=[C:20]([CH:25]=[C:26]([S:28]([CH3:30])=[O:29])[N:27]=2)[C:21]([NH:37][O:36][CH3:35])=[O:22])[CH2:16][CH2:17]1)=[O:10], predict the reactants needed to synthesize it. The reactants are: [Cl:1][C:2]1[C:6]([Cl:7])=[C:5]([CH3:8])[NH:4][C:3]=1[C:9]([NH:11][CH:12]1[CH2:17][CH2:16][N:15]([C:18]2[CH:19]=[C:20]([CH:25]=[C:26]([S:28]([CH3:30])=[O:29])[N:27]=2)[C:21](OC)=[O:22])[CH2:14][CH2:13]1)=[O:10].[OH-].[Li+].Cl.Cl.[CH3:35][O:36][NH2:37]. (2) Given the product [Si:63]([O:62][CH2:61][C:59]1[N:60]=[C:56]([C:50]2([C:47]3[CH:48]=[CH:49][C:44]([C:4]([O:22][CH3:23])=[O:78])=[CH:45][CH:46]=3)[CH2:55][CH2:54][O:53][CH2:52][CH2:51]2)[S:57][CH:58]=1)([C:66]([CH3:69])([CH3:68])[CH3:67])([CH3:65])[CH3:64], predict the reactants needed to synthesize it. The reactants are: CC1(C)C2[C:23](=C(P(C3C=CC=CC=3)C3C=CC=CC=3)C=CC=2)[O:22][C:4]2C(P(C3C=CC=CC=3)C3C=CC=CC=3)=CC=CC1=2.Br[C:44]1[CH:49]=[CH:48][C:47]([C:50]2([C:56]3[S:57][CH:58]=[C:59]([CH2:61][O:62][Si:63]([C:66]([CH3:69])([CH3:68])[CH3:67])([CH3:65])[CH3:64])[N:60]=3)[CH2:55][CH2:54][O:53][CH2:52][CH2:51]2)=[CH:46][CH:45]=1.CCN(CC)CC.C[OH:78].